Task: Binary Classification. Given a drug SMILES string, predict its activity (active/inactive) in a high-throughput screening assay against a specified biological target.. Dataset: HIV replication inhibition screening data with 41,000+ compounds from the AIDS Antiviral Screen (1) The molecule is CC(=O)c1ccc2c(c1)CC1(C2)Cc2ccccc2C1=O. The result is 0 (inactive). (2) The molecule is CC(O)=C1C(=O)CCC1=O. The result is 0 (inactive). (3) The compound is O=[N+]([O-])c1ccc(OP(=O)(Oc2ccc([N+](=O)[O-])cc2)OP(=O)(Oc2ccc([N+](=O)[O-])cc2)Oc2ccc([N+](=O)[O-])cc2)cc1. The result is 0 (inactive). (4) The drug is COC(=O)C(Cc1c[nH]c2ccccc12)NC(=O)C(Cc1c[nH]c2ccccc12)NC(=O)C(Cc1c[nH]c2ccccc12)NC(=O)OC(C)(C)C. The result is 0 (inactive). (5) The result is 0 (inactive). The compound is COc1ccc(N=NC(C(=O)c2ccccc2)C(=O)c2ccccc2)cc1. (6) The drug is CCC1c2ccccc2C2C(c3ccccc3)=NN(c3ccccc3)C2N1CC. The result is 0 (inactive). (7) The compound is CCOC(=O)c1oc2c(OC)cc(Cl)c3c2c1CCC3. The result is 0 (inactive).